This data is from Reaction yield outcomes from USPTO patents with 853,638 reactions. The task is: Predict the reaction yield, written as a fraction of the theoretical maximum amount of product (1.0 means a 100% yield; for example, 0.34 means a 34% yield). (1) The reactants are [CH3:1][O:2][CH2:3][CH2:4][O:5][C:6]1[CH:7]=[C:8]([CH:13]=[CH:14][C:15]=1[O:16][CH2:17][CH2:18][O:19][CH3:20])[C:9](OC)=[O:10].[H-].[Al+3].[Li+].[H-].[H-].[H-].O1CCCC1. No catalyst specified. The product is [CH3:1][O:2][CH2:3][CH2:4][O:5][C:6]1[CH:7]=[C:8]([CH2:9][OH:10])[CH:13]=[CH:14][C:15]=1[O:16][CH2:17][CH2:18][O:19][CH3:20]. The yield is 0.820. (2) The product is [F:1][C:2]1[CH:3]=[C:4]([CH:5]=[CH:6][CH:7]=1)[O:8][CH2:10][CH2:11][C:12]([OH:14])=[O:13]. The reactants are [F:1][C:2]1[CH:3]=[C:4]([OH:8])[CH:5]=[CH:6][CH:7]=1.Br[CH2:10][CH2:11][C:12]([OH:14])=[O:13].[OH-].[Na+]. The yield is 0.314. The catalyst is O.